Dataset: Peptide-MHC class II binding affinity with 134,281 pairs from IEDB. Task: Regression. Given a peptide amino acid sequence and an MHC pseudo amino acid sequence, predict their binding affinity value. This is MHC class II binding data. (1) The MHC is HLA-DQA10104-DQB10503 with pseudo-sequence HLA-DQA10104-DQB10503. The binding affinity (normalized) is 0.570. The peptide sequence is LVKFVAGDGDVVAVD. (2) The peptide sequence is DMLKLFEFNKKAIET. The MHC is DRB1_0701 with pseudo-sequence DRB1_0701. The binding affinity (normalized) is 0.258. (3) The peptide sequence is EKKYFAATQFEPLAQ. The MHC is HLA-DPA10103-DPB10401 with pseudo-sequence HLA-DPA10103-DPB10401. The binding affinity (normalized) is 1.00. (4) The MHC is DRB1_1302 with pseudo-sequence DRB1_1302. The peptide sequence is SQDLELSWNLNGLQAP. The binding affinity (normalized) is 0.467. (5) The peptide sequence is ATVATAPEVKYTVFETALKKAITAMS. The MHC is HLA-DQA10401-DQB10402 with pseudo-sequence HLA-DQA10401-DQB10402. The binding affinity (normalized) is 0.269.